Dataset: Forward reaction prediction with 1.9M reactions from USPTO patents (1976-2016). Task: Predict the product of the given reaction. (1) Given the reactants [NH2:1][C:2]1[CH:7]=[C:6]([CH3:8])[CH:5]=[CH:4][C:3]=1[OH:9].C(N(CC)CC)C.Cl[C:18](OCC)=[O:19].C(=O)([O-])[O-].[K+].[K+].Cl, predict the reaction product. The product is: [CH3:8][C:6]1[CH:5]=[CH:4][C:3]2[O:9][C:18](=[O:19])[NH:1][C:2]=2[CH:7]=1. (2) Given the reactants [O:1]=[C:2]1[CH2:7][O:6][C:5]2[CH:8]=[CH:9][C:10]([CH:12]=O)=[N:11][C:4]=2[NH:3]1.[NH2:14][CH:15]1[CH2:20][CH2:19][N:18]([CH2:21][CH2:22][N:23]2[C:32]3[C:27](=[CH:28][CH:29]=[C:30]([C:33]#[N:34])[CH:31]=3)[CH:26]=[CH:25][C:24]2=[O:35])[CH2:17][CH:16]1[F:36], predict the reaction product. The product is: [F:36][CH:16]1[CH:15]([NH:14][CH2:12][C:10]2[CH:9]=[CH:8][C:5]3[O:6][CH2:7][C:2](=[O:1])[NH:3][C:4]=3[N:11]=2)[CH2:20][CH2:19][N:18]([CH2:21][CH2:22][N:23]2[C:32]3[C:27](=[CH:28][CH:29]=[C:30]([C:33]#[N:34])[CH:31]=3)[CH:26]=[CH:25][C:24]2=[O:35])[CH2:17]1. (3) Given the reactants [NH2:1][C:2]1[N:3]([CH3:26])[C:4](=[O:25])[C:5]([C:17]2[CH:18]=[C:19]([CH:22]=[CH:23][CH:24]=2)[CH:20]=O)([C:7]2[CH:12]=[CH:11][C:10]([O:13][CH:14]([F:16])[F:15])=[CH:9][CH:8]=2)[N:6]=1.[CH:27]([NH2:30])([CH3:29])[CH3:28].[BH4-].[Na+].[OH-].[Na+], predict the reaction product. The product is: [NH2:1][C:2]1[N:3]([CH3:26])[C:4](=[O:25])[C:5]([C:7]2[CH:12]=[CH:11][C:10]([O:13][CH:14]([F:16])[F:15])=[CH:9][CH:8]=2)([C:17]2[CH:24]=[CH:23][CH:22]=[C:19]([CH2:20][NH:30][CH:27]([CH3:29])[CH3:28])[CH:18]=2)[N:6]=1. (4) Given the reactants Br[C:2]1[CH:3]=[CH:4][C:5]2[C:6]3[N:15]([CH2:16][CH:17]4[CH2:22][CH2:21][O:20][CH2:19][CH2:18]4)[C:14]([CH2:23][CH3:24])=[N:13][C:7]=3[C:8]([NH2:12])=[N:9][C:10]=2[CH:11]=1.C1(C)C=CC=CC=1P(C1C=CC=CC=1C)C1C=CC=CC=1C.C(N(CC)CC)C.[CH3:54][N:55]([CH3:60])[C:56](=[O:59])[CH:57]=[CH2:58], predict the reaction product. The product is: [NH2:12][C:8]1[C:7]2[N:13]=[C:14]([CH2:23][CH3:24])[N:15]([CH2:16][CH:17]3[CH2:22][CH2:21][O:20][CH2:19][CH2:18]3)[C:6]=2[C:5]2[CH:4]=[CH:3][C:2](/[CH:58]=[CH:57]/[C:56]([N:55]([CH3:60])[CH3:54])=[O:59])=[CH:11][C:10]=2[N:9]=1. (5) The product is: [OH:25][CH2:24][CH2:23][O:22][C:19]1[N:20]=[C:21]2[C:16](=[CH:17][CH:18]=1)[N:15]=[CH:14][C:13]([C:26]#[N:27])=[C:12]2[CH2:11][CH2:10][C:5]12[CH2:8][CH2:9][C:2]([NH:1][CH2:39][C:37]3[CH:36]=[CH:35][C:32]4[O:33][CH2:34][C:29](=[O:28])[NH:30][C:31]=4[N:38]=3)([CH2:7][CH2:6]1)[CH2:3][O:4]2. Given the reactants [NH2:1][C:2]12[CH2:9][CH2:8][C:5]([CH2:10][CH2:11][C:12]3[C:21]4[C:16](=[CH:17][CH:18]=[C:19]([O:22][CH2:23][CH2:24][OH:25])[N:20]=4)[N:15]=[CH:14][C:13]=3[C:26]#[N:27])([CH2:6][CH2:7]1)[O:4][CH2:3]2.[O:28]=[C:29]1[CH2:34][O:33][C:32]2[CH:35]=[CH:36][C:37]([CH:39]=O)=[N:38][C:31]=2[NH:30]1, predict the reaction product. (6) Given the reactants [S:1]1[C:5]2[CH:6]=[C:7]([N:10]3[CH2:14][CH2:13][NH:12][C:11]3=[O:15])[CH:8]=[CH:9][C:4]=2[N:3]=[CH:2]1.Br[C:17]1[CH:18]=[N:19][CH:20]=[CH:21][C:22]=1[CH:23]([O:26][CH3:27])[O:24][CH3:25].CNC1CCCCC1NC.P([O-])([O-])([O-])=O.[K+].[K+].[K+], predict the reaction product. The product is: [S:1]1[C:5]2[CH:6]=[C:7]([N:10]3[CH2:14][CH2:13][N:12]([C:21]4[CH:20]=[N:19][CH:18]=[CH:17][C:22]=4[CH:23]([O:26][CH3:27])[O:24][CH3:25])[C:11]3=[O:15])[CH:8]=[CH:9][C:4]=2[N:3]=[CH:2]1. (7) The product is: [C:1]([NH:5][C:6]([C:8]1([CH:14]2[CH2:19][CH2:18][CH2:17][CH2:16][CH2:15]2)[CH2:9][CH2:10][N:11]([C:57]([C@@H:52]2[CH2:53][C:54](=[CH2:56])[CH2:55][C@H:51]2[C:45]2[CH:46]=[CH:47][C:48]([F:50])=[CH:49][C:44]=2[F:43])=[O:58])[CH2:12][CH2:13]1)=[O:7])([CH3:4])([CH3:2])[CH3:3]. Given the reactants [C:1]([NH:5][C:6]([C:8]1([CH:14]2[CH2:19][CH2:18][CH2:17][CH2:16][CH2:15]2)[CH2:13][CH2:12][NH:11][CH2:10][CH2:9]1)=[O:7])([CH3:4])([CH3:3])[CH3:2].C(Cl)CCl.C1C=CC2N(O)N=NC=2C=1.CCN(C(C)C)C(C)C.[F:43][C:44]1[CH:49]=[C:48]([F:50])[CH:47]=[CH:46][C:45]=1[C@@H:51]1[CH2:55][C:54](=[CH2:56])[CH2:53][C@H:52]1[C:57](O)=[O:58], predict the reaction product. (8) Given the reactants Cl.Cl.[Cl:3][C:4]1[CH:5]=[N:6][C:7]2[NH:8][C:9]3[CH:10]=[N:11][CH:12]=[C:13]([CH:30]=3)[CH2:14][CH2:15][C:16]3[CH:24]=[C:20]([NH:21][C:22]=1[N:23]=2)[CH:19]=[CH:18][C:17]=3[O:25][CH2:26][C:27](O)=[O:28].[N:31]1([C:37]([O:39][C:40]([CH3:43])([CH3:42])[CH3:41])=[O:38])[CH2:36][CH2:35][NH:34][CH2:33][CH2:32]1, predict the reaction product. The product is: [Cl:3][C:4]1[CH:5]=[N:6][C:7]2[NH:8][C:9]3[CH:10]=[N:11][CH:12]=[C:13]([CH:30]=3)[CH2:14][CH2:15][C:16]3[CH:24]=[C:20]([NH:21][C:22]=1[N:23]=2)[CH:19]=[CH:18][C:17]=3[O:25][CH2:26][C:27]([N:34]1[CH2:35][CH2:36][N:31]([C:37]([O:39][C:40]([CH3:43])([CH3:42])[CH3:41])=[O:38])[CH2:32][CH2:33]1)=[O:28].